From a dataset of Reaction yield outcomes from USPTO patents with 853,638 reactions. Predict the reaction yield, written as a fraction of the theoretical maximum amount of product (1.0 means a 100% yield; for example, 0.34 means a 34% yield). (1) The reactants are [Cl-].O[NH3+:3].[C:4](=[O:7])([O-])[OH:5].[Na+].CS(C)=O.[CH2:13]([C:17]1[N:18]=[C:19]([CH3:49])[N:20]([C:39]2[CH:40]=[C:41]([NH:45][C:46](=[O:48])[CH3:47])[CH:42]=[CH:43][CH:44]=2)[C:21](=[O:38])[C:22]=1[CH2:23][C:24]1[CH:29]=[CH:28][C:27]([C:30]2[CH:35]=[CH:34][CH:33]=[CH:32][C:31]=2[C:36]#[N:37])=[CH:26][CH:25]=1)[CH2:14][CH2:15][CH3:16]. The catalyst is O.C(OCC)(=O)C. The product is [CH2:13]([C:17]1[N:18]=[C:19]([CH3:49])[N:20]([C:39]2[CH:40]=[C:41]([NH:45][C:46](=[O:48])[CH3:47])[CH:42]=[CH:43][CH:44]=2)[C:21](=[O:38])[C:22]=1[CH2:23][C:24]1[CH:25]=[CH:26][C:27]([C:30]2[CH:35]=[CH:34][CH:33]=[CH:32][C:31]=2[C:36]2[NH:3][C:4](=[O:7])[O:5][N:37]=2)=[CH:28][CH:29]=1)[CH2:14][CH2:15][CH3:16]. The yield is 0.620. (2) The reactants are [N:1]1([C:6](=[O:34])[CH2:7][N:8]2[CH:12]=[C:11]([C:13]3[CH:14]=[N:15][C:16]([C:19]4[CH:24]=[CH:23][CH:22]=[C:21](B5OC(C)(C)C(C)(C)O5)[CH:20]=4)=[N:17][CH:18]=3)[CH:10]=[N:9]2)[CH2:5][CH2:4][CH2:3][CH2:2]1.Br[C:36]1[N:40]([CH3:41])[CH:39]=[N:38][CH:37]=1.C(=O)([O-])[O-].[K+].[K+].C1CCCCC1. The catalyst is O.C(Cl)Cl. The product is [CH3:41][N:40]1[C:36]([C:21]2[CH:20]=[C:19]([C:16]3[N:15]=[CH:14][C:13]([C:11]4[CH:10]=[N:9][N:8]([CH2:7][C:6]([N:1]5[CH2:5][CH2:4][CH2:3][CH2:2]5)=[O:34])[CH:12]=4)=[CH:18][N:17]=3)[CH:24]=[CH:23][CH:22]=2)=[CH:37][N:38]=[CH:39]1. The yield is 0.440. (3) The reactants are Cl.[CH:2]([NH2:4])=[NH:3].C[O-].[Na+].CO.[C:10]([C:12]1[CH:17]=[CH:16][CH:15]=[CH:14][C:13]=1[C:18]1[CH:23]=[CH:22][C:21]([CH2:24][CH:25]([C:30](=O)[CH2:31][CH2:32][CH3:33])[C:26](OC)=[O:27])=[CH:20][CH:19]=1)#[N:11]. The catalyst is CO.O1CCOCC1. The product is [O:27]=[C:26]1[NH:4][CH:2]=[N:3][C:30]([CH2:31][CH2:32][CH3:33])=[C:25]1[CH2:24][C:21]1[CH:20]=[CH:19][C:18]([C:13]2[C:12]([C:10]#[N:11])=[CH:17][CH:16]=[CH:15][CH:14]=2)=[CH:23][CH:22]=1. The yield is 0.610. (4) The reactants are [CH3:1][C:2]1([CH3:16])[C:11]2[C:6](=[CH:7][C:8]([NH:12]C(=O)C)=[CH:9][CH:10]=2)[O:5][CH2:4][CH2:3]1.[OH-].[Na+]. The catalyst is Cl. The product is [CH3:1][C:2]1([CH3:16])[C:11]2[C:6](=[CH:7][C:8]([NH2:12])=[CH:9][CH:10]=2)[O:5][CH2:4][CH2:3]1. The yield is 0.920. (5) The reactants are [O:1]([C:8]1[CH:13]=[CH:12][C:11]([NH:14][C:15]([N:17]2[CH2:22][CH2:21][N:20]([C:23]3[C:32]4[C:27](=[CH:28][C:29]([NH:36][CH2:37][CH3:38])=[C:30]([N+:33]([O-])=O)[CH:31]=4)[N:26]=[CH:25][N:24]=3)[CH2:19][CH2:18]2)=[O:16])=[CH:10][CH:9]=1)[C:2]1[CH:7]=[CH:6][CH:5]=[CH:4][CH:3]=1.[H][H].[N:41]([O-])=O.[Na+].C(=O)(O)[O-].[Na+]. The catalyst is C(O)C.O.Cl.C(O)(=O)C.[C].[Pd]. The product is [CH2:37]([N:36]1[C:29]2[C:30](=[CH:31][C:32]3[C:23]([N:20]4[CH2:21][CH2:22][N:17]([C:15]([NH:14][C:11]5[CH:12]=[CH:13][C:8]([O:1][C:2]6[CH:7]=[CH:6][CH:5]=[CH:4][CH:3]=6)=[CH:9][CH:10]=5)=[O:16])[CH2:18][CH2:19]4)=[N:24][CH:25]=[N:26][C:27]=3[CH:28]=2)[N:33]=[N:41]1)[CH3:38]. The yield is 0.310. (6) The reactants are O=[C:2]([CH3:11])[CH2:3][C:4]([O:6][C:7]([CH3:10])([CH3:9])[CH3:8])=[O:5].Cl.[OH-].[NH4+:14]. The catalyst is CO. The product is [NH2:14]/[C:2](/[CH3:11])=[CH:3]\[C:4]([O:6][C:7]([CH3:10])([CH3:9])[CH3:8])=[O:5]. The yield is 1.00. (7) The reactants are [Cl:1][C:2]1[CH:3]=[C:4]([CH:30]=[O:31])[C:5]2[C:6]([CH:29]=1)=[N:7][N:8]([CH2:10][C:11]([NH:15][C:16](=[O:28])[C:17]1[CH:22]=[CH:21][C:20]([O:23][C:24]([F:27])([F:26])[F:25])=[CH:19][CH:18]=1)([C:13]#[N:14])[CH3:12])[N:9]=2.CC(=CC)C.Cl[O-].[Na+].P([O-])(O)(O)=[O:41].[Na+]. The catalyst is C1COCC1.O.C(O)(C)(C)C. The product is [Cl:1][C:2]1[CH:3]=[C:4]([C:30]([OH:41])=[O:31])[C:5]2[C:6]([CH:29]=1)=[N:7][N:8]([CH2:10][C:11]([C:13]#[N:14])([NH:15][C:16]([C:17]1[CH:18]=[CH:19][C:20]([O:23][C:24]([F:26])([F:25])[F:27])=[CH:21][CH:22]=1)=[O:28])[CH3:12])[N:9]=2. The yield is 0.870.